This data is from NCI-60 drug combinations with 297,098 pairs across 59 cell lines. The task is: Regression. Given two drug SMILES strings and cell line genomic features, predict the synergy score measuring deviation from expected non-interaction effect. Drug 1: CC12CCC3C(C1CCC2O)C(CC4=C3C=CC(=C4)O)CCCCCCCCCS(=O)CCCC(C(F)(F)F)(F)F. Drug 2: C(CCl)NC(=O)N(CCCl)N=O. Cell line: OVCAR-4. Synergy scores: CSS=1.25, Synergy_ZIP=-0.161, Synergy_Bliss=-0.0103, Synergy_Loewe=0, Synergy_HSA=-2.14.